This data is from Catalyst prediction with 721,799 reactions and 888 catalyst types from USPTO. The task is: Predict which catalyst facilitates the given reaction. (1) The catalyst class is: 65. Reactant: [CH3:1][O:2][C:3]1[CH:8]=[CH:7][CH:6]=[CH:5][C:4]=1[N:9]1[CH2:14][CH2:13][NH:12][CH2:11][CH2:10]1.[N+:15]([O-])([O-:17])=[O:16].[K+].[OH-].[Na+]. Product: [CH3:1][O:2][C:3]1[CH:8]=[CH:7][C:6]([N+:15]([O-:17])=[O:16])=[CH:5][C:4]=1[N:9]1[CH2:14][CH2:13][NH:12][CH2:11][CH2:10]1. (2) Reactant: [BH4-].[Na+].[S:3]1[CH:7]=[CH:6][C:5]2[C:8]([C:12]3[N:13]4[CH2:21][CH2:20][N:19]=[C:14]4[S:15][C:16]=3[CH:17]=[O:18])=[CH:9][CH:10]=[CH:11][C:4]1=2. Product: [S:3]1[CH:7]=[CH:6][C:5]2[C:8]([C:12]3[N:13]4[CH2:21][CH2:20][N:19]=[C:14]4[S:15][C:16]=3[CH2:17][OH:18])=[CH:9][CH:10]=[CH:11][C:4]1=2. The catalyst class is: 5. (3) Reactant: [Cl:1][C:2]1[N:6]2[CH:7]=[C:8]([OH:15])[CH:9]=[C:10]([C:11]([F:14])([F:13])[F:12])[C:5]2=[N:4][C:3]=1[C:16]([O:18][CH3:19])=[O:17].[C:20](=O)([O-])[O-].[K+].[K+].CI. Product: [Cl:1][C:2]1[N:6]2[CH:7]=[C:8]([O:15][CH3:20])[CH:9]=[C:10]([C:11]([F:12])([F:14])[F:13])[C:5]2=[N:4][C:3]=1[C:16]([O:18][CH3:19])=[O:17]. The catalyst class is: 35. (4) Reactant: Cl.Cl.[NH:3]([CH:5]1[CH2:10][CH2:9][N:8]([C:11]([O:13][CH:14]([CH3:16])[CH3:15])=[O:12])[CH2:7][CH2:6]1)[NH2:4].[C:17]([C:19](=[CH:25]OCC)[C:20]([O:22][CH2:23][CH3:24])=[O:21])#[N:18].C([O-])(=O)C.[Na+]. Product: [NH2:18][C:17]1[N:3]([CH:5]2[CH2:6][CH2:7][N:8]([C:11]([O:13][CH:14]([CH3:16])[CH3:15])=[O:12])[CH2:9][CH2:10]2)[N:4]=[CH:25][C:19]=1[C:20]([O:22][CH2:23][CH3:24])=[O:21]. The catalyst class is: 8.